From a dataset of Full USPTO retrosynthesis dataset with 1.9M reactions from patents (1976-2016). Predict the reactants needed to synthesize the given product. (1) Given the product [CH2:22]([O:21][C:18]1[CH:17]=[CH:16][C:15]([CH2:14][CH2:13][CH2:12][N:51]2[CH2:52][CH2:53][C:48]([F:54])([F:47])[CH2:49][CH2:50]2)=[CH:20][CH:19]=1)[C:23]1[CH:24]=[CH:25][CH:26]=[CH:27][CH:28]=1, predict the reactants needed to synthesize it. The reactants are: CC1C=CC(S(O[CH2:12][CH2:13][CH2:14][C:15]2[CH:20]=[CH:19][C:18]([O:21][CH2:22][C:23]3[CH:28]=[CH:27][CH:26]=[CH:25][CH:24]=3)=[CH:17][CH:16]=2)(=O)=O)=CC=1.C(=O)([O-])[O-].[K+].[K+].S(C1C=CC(C)=CC=1)([O-])(=O)=O.Cl.[F:47][C:48]1([F:54])[CH2:53][CH2:52][NH:51][CH2:50][CH2:49]1. (2) Given the product [F:25][C:26]1[N:27]=[CH:28][CH:29]=[CH:30][C:31]=1[C:32]([C:2]1[N:7]=[C:6]([N:8]2[CH2:13][CH2:12][N:11]([C:14]([O:16][C:17]([CH3:20])([CH3:19])[CH3:18])=[O:15])[C@@H:10]([CH2:21][CH:22]([CH3:24])[CH3:23])[CH2:9]2)[CH:5]=[N:4][CH:3]=1)=[O:33], predict the reactants needed to synthesize it. The reactants are: I[C:2]1[N:7]=[C:6]([N:8]2[CH2:13][CH2:12][N:11]([C:14]([O:16][C:17]([CH3:20])([CH3:19])[CH3:18])=[O:15])[C@@H:10]([CH2:21][CH:22]([CH3:24])[CH3:23])[CH2:9]2)[CH:5]=[N:4][CH:3]=1.[F:25][C:26]1[C:31]([C:32](N(OC)C)=[O:33])=[CH:30][CH:29]=[CH:28][N:27]=1. (3) Given the product [C:14]1([CH3:17])[CH:13]=[CH:12][C:11]([C:9]2[N:10]=[C:5]3[CH2:4][CH2:3][CH2:2][N:25]([CH2:26][CH2:27][CH2:28][CH2:29][OH:30])[C:6]3=[N:7][C:8]=2[C:18]2[CH:23]=[CH:22][C:21]([CH3:24])=[CH:20][CH:19]=2)=[CH:16][CH:15]=1, predict the reactants needed to synthesize it. The reactants are: O=[C:2]1[N:25]([CH2:26][CH2:27][CH2:28][C:29](OCC)=[O:30])[C:6]2=[N:7][C:8]([C:18]3[CH:23]=[CH:22][C:21]([CH3:24])=[CH:20][CH:19]=3)=[C:9]([C:11]3[CH:16]=[CH:15][C:14]([CH3:17])=[CH:13][CH:12]=3)[N:10]=[C:5]2[CH2:4][CH2:3]1.B.C1COCC1.O. (4) Given the product [C:1]([CH:3]=[C:4]1[CH2:9][CH2:8][N:7]([C:10]2[CH:11]=[CH:12][C:13]([N:16]3[CH2:20][C@H:19]([CH2:21][NH2:22])[O:18][C:17]3=[O:25])=[CH:14][CH:15]=2)[CH2:6][CH2:5]1)#[N:2], predict the reactants needed to synthesize it. The reactants are: [C:1]([CH:3]=[C:4]1[CH2:9][CH2:8][N:7]([C:10]2[CH:15]=[CH:14][C:13]([N:16]3[CH2:20][C@@H:19]([CH2:21][N:22]=[N+]=[N-])[O:18][C:17]3=[O:25])=[CH:12][CH:11]=2)[CH2:6][CH2:5]1)#[N:2].C1(P(C2C=CC=CC=2)C2C=CC=CC=2)C=CC=CC=1. (5) Given the product [Br:1][C:2]1[CH:7]=[CH:6][C:5]([C:8]2[N:17]=[C:16]([Cl:22])[C:15]3[C:10](=[CH:11][C:12]([Cl:19])=[CH:13][CH:14]=3)[N:9]=2)=[CH:4][CH:3]=1, predict the reactants needed to synthesize it. The reactants are: [Br:1][C:2]1[CH:7]=[CH:6][C:5]([C:8]2[NH:17][C:16](=O)[C:15]3[C:10](=[CH:11][C:12]([Cl:19])=[CH:13][CH:14]=3)[N:9]=2)=[CH:4][CH:3]=1.S(Cl)([Cl:22])=O. (6) The reactants are: [C:1]([O:4][C:5](=O)[CH3:6])(=[O:3])[CH3:2].[Cl:8][C:9]1[C:10]([N:15]2[C:19]3=[N:20][CH:21]=[N:22][C:23]([O:24][C@@H:25](CCO)[C:26]([NH:28][C:29]4[CH:34]=[CH:33][C:32]([CH3:35])=[CH:31][N:30]=4)=[O:27])=[C:18]3[CH:17]=[N:16]2)=[N:11][CH:12]=[CH:13][CH:14]=1.C(N(CC)C(C)C)(C)C. Given the product [Cl:8][C:9]1[C:10]([N:15]2[C:19]3[N:20]=[CH:21][N:22]=[C:23]([O:24][C@H:25]([C:26]([NH:28][C:29]4[CH:34]=[CH:33][C:32]([CH3:35])=[CH:31][N:30]=4)=[O:27])[CH2:6][CH2:5][O:4][C:1](=[O:3])[CH3:2])[C:18]=3[CH:17]=[N:16]2)=[N:11][CH:12]=[CH:13][CH:14]=1, predict the reactants needed to synthesize it. (7) Given the product [C:14]1([S:11]([C@@H:9]2[CH2:10][C@@H:6]([C:4]([OH:5])=[O:3])[C@H:7]([C:20]([N:22]3[CH2:27][CH2:26][O:25][CH2:24][CH2:23]3)=[O:21])[CH2:8]2)(=[O:13])=[O:12])[CH:15]=[CH:16][CH:17]=[CH:18][CH:19]=1, predict the reactants needed to synthesize it. The reactants are: C([O:3][C:4]([C@@H:6]1[CH2:10][C@@H:9]([S:11]([C:14]2[CH:19]=[CH:18][CH:17]=[CH:16][CH:15]=2)(=[O:13])=[O:12])[CH2:8][C@H:7]1[C:20]([N:22]1[CH2:27][CH2:26][O:25][CH2:24][CH2:23]1)=[O:21])=[O:5])C.[Li+].[OH-]. (8) The reactants are: O=[C:2]1[CH2:7][CH2:6][N:5]([C:8]([O:10][C:11]([CH3:14])([CH3:13])[CH3:12])=[O:9])[CH2:4][CH2:3]1.N1CCCC1.[C:20]([NH2:24])(=[O:23])[C:21]#[CH:22]. Given the product [O:23]=[C:20]1[CH:21]=[CH:22][C:3]2[CH2:4][N:5]([C:8]([O:10][C:11]([CH3:14])([CH3:13])[CH3:12])=[O:9])[CH2:6][CH2:7][C:2]=2[NH:24]1, predict the reactants needed to synthesize it. (9) Given the product [O:1]=[C:2]1[N:8]([CH:9]2[CH2:10][CH2:11][N:12]([C:15]([O:17][C@H:18]([CH2:37][C:38]3[CH:43]=[C:42]([CH3:44])[C:41]([OH:45])=[C:40]([CH3:46])[CH:39]=3)[C:19](=[O:20])[N:21]3[CH2:22][CH2:23][CH:24]([CH:27]4[CH2:32][CH2:31][N:30]([CH2:33][C:34]([O:36][CH2:81][CH2:82][N:83]5[CH2:87][CH2:86][CH2:85][C:84]5=[O:88])=[O:35])[CH2:29][CH2:28]4)[CH2:25][CH2:26]3)=[O:16])[CH2:13][CH2:14]2)[CH2:7][CH2:6][C:5]2[CH:47]=[CH:48][CH:49]=[CH:50][C:4]=2[NH:3]1, predict the reactants needed to synthesize it. The reactants are: [O:1]=[C:2]1[N:8]([CH:9]2[CH2:14][CH2:13][N:12]([C:15]([O:17][C@H:18]([CH2:37][C:38]3[CH:43]=[C:42]([CH3:44])[C:41]([OH:45])=[C:40]([CH3:46])[CH:39]=3)[C:19]([N:21]3[CH2:26][CH2:25][CH:24]([CH:27]4[CH2:32][CH2:31][N:30]([CH2:33][C:34]([OH:36])=[O:35])[CH2:29][CH2:28]4)[CH2:23][CH2:22]3)=[O:20])=[O:16])[CH2:11][CH2:10]2)[CH2:7][CH2:6][C:5]2[CH:47]=[CH:48][CH:49]=[CH:50][C:4]=2[NH:3]1.CN(C(ON1N=NC2C=CC=CC1=2)=[N+](C)C)C.[B-](F)(F)(F)F.C(N(CC)CC)C.O[CH2:81][CH2:82][N:83]1[CH2:87][CH2:86][CH2:85][C:84]1=[O:88].